From a dataset of Full USPTO retrosynthesis dataset with 1.9M reactions from patents (1976-2016). Predict the reactants needed to synthesize the given product. Given the product [CH3:28][O:27][C:25](=[O:26])[CH2:24][CH2:23][CH2:22][CH2:21][C:20]([NH:1][C:2]1[CH:3]=[CH:4][C:5]([C:6]([NH:8][NH:9][C:10]([O:12][C:13]([CH3:15])([CH3:14])[CH3:16])=[O:11])=[O:7])=[CH:17][CH:18]=1)=[O:29], predict the reactants needed to synthesize it. The reactants are: [NH2:1][C:2]1[CH:18]=[CH:17][C:5]([C:6]([NH:8][NH:9][C:10]([O:12][C:13]([CH3:16])([CH3:15])[CH3:14])=[O:11])=[O:7])=[CH:4][CH:3]=1.Cl[C:20](=[O:29])[CH2:21][CH2:22][CH2:23][CH2:24][C:25]([O:27][CH3:28])=[O:26].